This data is from CYP2D6 inhibition data for predicting drug metabolism from PubChem BioAssay. The task is: Regression/Classification. Given a drug SMILES string, predict its absorption, distribution, metabolism, or excretion properties. Task type varies by dataset: regression for continuous measurements (e.g., permeability, clearance, half-life) or binary classification for categorical outcomes (e.g., BBB penetration, CYP inhibition). Dataset: cyp2d6_veith. (1) The molecule is Clc1ccc2c(c1)N(CCCN1CCCC13CCCCC3)c1ccccc1S2. The result is 1 (inhibitor). (2) The compound is CCCNC(C)(C)COC(=O)c1ccccc1. The result is 1 (inhibitor). (3) The drug is Nc1nc2c(c(=O)[nH]1)CN(c1ccc(S(N)(=O)=O)cc1)CN2. The result is 0 (non-inhibitor). (4) The result is 0 (non-inhibitor). The compound is CC(=O)Nc1ccccc1C(=O)OCC(=O)c1ccc2ccccc2c1. (5) The compound is C[C@@H](C(=O)O)/C(=C/c1ccc2c(c1)OCO2)C(=O)O. The result is 0 (non-inhibitor). (6) The molecule is COCCn1c(=O)c(-c2ccccc2)nc2cnc(OC)nc21. The result is 0 (non-inhibitor). (7) The drug is O=C(Nc1ccccc1)N1CC[C@@]2(CCCN(C(=O)c3cnccn3)C2)C1. The result is 0 (non-inhibitor). (8) The molecule is COc1ccc(COC(=O)N/N=C2/C[C@@H](O)[C@@H](O)[C@H]3[C@@H]2CC[C@@H]2C(=O)N(C(C)(C)C)C(=O)[C@H]23)cc1. The result is 0 (non-inhibitor). (9) The molecule is CC[C@@H]1OC(=O)[C@H](C)[C@H](O[C@@H]2C[C@](C)(OC)[C@H](O)[C@H](C)O2)[C@H](C)[C@H](O[C@@H]2O[C@@H](C)C[C@@H](N(C)C)[C@@H]2O)[C@](C)(O)C[C@H](C)/C(=N/OCOCCOC)[C@H](C)[C@H](O)[C@]1(C)O. The result is 0 (non-inhibitor).